This data is from Full USPTO retrosynthesis dataset with 1.9M reactions from patents (1976-2016). The task is: Predict the reactants needed to synthesize the given product. (1) Given the product [C:22]([O:26][C:27](=[O:35])[CH2:28][O:29][CH2:30][CH2:31][CH2:32][CH2:33][N:19]([C:10]1[CH:9]=[N:8][C:7]([C:1]2[CH:6]=[CH:5][CH:4]=[CH:3][CH:2]=2)=[C:12]([C:13]2[CH:18]=[CH:17][CH:16]=[CH:15][CH:14]=2)[N:11]=1)[CH2:20][CH3:21])([CH3:25])([CH3:24])[CH3:23], predict the reactants needed to synthesize it. The reactants are: [C:1]1([C:7]2[N:8]=[CH:9][C:10]([NH:19][CH2:20][CH3:21])=[N:11][C:12]=2[C:13]2[CH:18]=[CH:17][CH:16]=[CH:15][CH:14]=2)[CH:6]=[CH:5][CH:4]=[CH:3][CH:2]=1.[C:22]([O:26][C:27](=[O:35])[CH2:28][O:29][CH2:30][CH2:31][CH2:32][CH2:33]Br)([CH3:25])([CH3:24])[CH3:23]. (2) Given the product [CH2:1]([O:8][CH2:9][N:10]1[C:15](=[O:16])[C:14]2[C:17]([CH3:30])=[CH:18][N:19]([CH2:20][O:21][CH2:22][CH2:23][Si:24]([CH3:27])([CH3:26])[CH3:25])[C:13]=2[CH:12]=[N:11]1)[C:2]1[CH:7]=[CH:6][CH:5]=[CH:4][CH:3]=1, predict the reactants needed to synthesize it. The reactants are: [CH2:1]([O:8][CH2:9][N:10]1[C:15](=[O:16])[C:14]2[C:17](Br)=[CH:18][N:19]([CH2:20][O:21][CH2:22][CH2:23][Si:24]([CH3:27])([CH3:26])[CH3:25])[C:13]=2[CH:12]=[N:11]1)[C:2]1[CH:7]=[CH:6][CH:5]=[CH:4][CH:3]=1.Br[C:30]1C2C(=O)N(COCC[Si](C)(C)C)N=CC=2N(COCC[Si](C)(C)C)C=1.CB(O)O. (3) Given the product [CH2:24]([O:26][C:27](=[O:47])[CH2:28][S:29][C:30]1[CH:35]=[CH:34][C:33]([O:36][CH2:37][CH2:38][CH:39]([O:15][C:12]2[C:11]([C:16](=[O:17])[C:18]3[CH:23]=[CH:22][CH:21]=[CH:20][CH:19]=3)=[CH:10][C:9]([CH2:7][CH3:8])=[CH:14][N:13]=2)[CH3:40])=[CH:32][C:31]=1[CH3:46])[CH3:25].[C:16]([C:11]1[C:12]([O:41][CH:39]([CH3:40])[CH2:38][CH2:37][O:36][C:33]2[CH:34]=[CH:35][C:30]([S:29][CH2:28][C:27]([OH:26])=[O:47])=[C:31]([CH3:46])[CH:32]=2)=[N:13][CH:14]=[C:9]([CH2:7][CH3:8])[CH:10]=1)(=[O:17])[C:18]1[CH:19]=[CH:20][CH:21]=[CH:22][CH:23]=1, predict the reactants needed to synthesize it. The reactants are: C(=O)([O-])[O-].[Cs+].[Cs+].[CH2:7]([C:9]1[CH:10]=[C:11]([C:16]([C:18]2[CH:23]=[CH:22][CH:21]=[CH:20][CH:19]=2)=[O:17])[C:12]([OH:15])=[N:13][CH:14]=1)[CH3:8].[CH2:24]([O:26][C:27](=[O:47])[CH2:28][S:29][C:30]1[CH:35]=[CH:34][C:33]([O:36][CH2:37][CH2:38][C@@H:39]([O:41]S(C)(=O)=O)[CH3:40])=[CH:32][C:31]=1[CH3:46])[CH3:25].C(OC(=O)C)C. (4) Given the product [N:1]1([C:5]([C:7]2[O:8][C:9]3[C:15]([N:16]4[CH2:17][CH2:18][N:19]([CH2:23][CH2:24][C:25]5[CH:26]=[C:27]6[C:31](=[CH:32][CH:33]=5)[N:30]([C:34](=[O:36])[CH3:35])[CH2:29][CH2:28]6)[CH2:20][CH2:21]4)=[CH:14][CH:13]=[CH:12][C:10]=3[CH:11]=2)=[O:6])[CH2:4][CH2:3][CH2:2]1, predict the reactants needed to synthesize it. The reactants are: [N:1]1([C:5]([C:7]2[O:8][C:9]3[C:15]([N:16]4[CH2:21][CH2:20][NH:19][CH2:18][CH2:17]4)=[CH:14][CH:13]=[CH:12][C:10]=3[CH:11]=2)=[O:6])[CH2:4][CH2:3][CH2:2]1.Br[CH2:23][CH2:24][C:25]1[CH:26]=[C:27]2[C:31](=[CH:32][CH:33]=1)[N:30]([C:34](=[O:36])[CH3:35])[CH2:29][CH2:28]2.C(=O)([O-])[O-].[K+].[K+]. (5) Given the product [Cl:1][C:2]1[CH:3]=[C:4]([NH:8][C:9]2[CH:14]=[CH:13][N:12]3[N:15]=[CH:16][C:17]([CH:18]=[C:25]4[C:24](=[O:26])[NH:23][N:22]=[C:21]4[CH3:20])=[C:11]3[N:10]=2)[CH:5]=[CH:6][CH:7]=1, predict the reactants needed to synthesize it. The reactants are: [Cl:1][C:2]1[CH:3]=[C:4]([NH:8][C:9]2[CH:14]=[CH:13][N:12]3[N:15]=[CH:16][C:17]([CH:18]=O)=[C:11]3[N:10]=2)[CH:5]=[CH:6][CH:7]=1.[CH3:20][C:21]1[CH2:25][C:24](=[O:26])[NH:23][N:22]=1.N1CCCCC1. (6) Given the product [OH:8][C:9]1[CH:42]=[CH:41][C:40]([N:43]2[CH2:48][CH2:47][CH2:46][CH2:45][CH2:44]2)=[CH:39][C:10]=1[C:11]([NH:13][C:14]1[CH:26]=[C:25]([C:27]2[NH:28][CH:29]=[CH:30][CH:31]=2)[CH:24]=[CH:23][C:15]=1[C:16]([OH:18])=[O:17])=[O:12], predict the reactants needed to synthesize it. The reactants are: CO.[OH-].[Na+].C([O:8][C:9]1[CH:42]=[CH:41][C:40]([N:43]2[CH2:48][CH2:47][CH2:46][CH2:45][CH2:44]2)=[CH:39][C:10]=1[C:11]([NH:13][C:14]1[CH:26]=[C:25]([C:27]2[N:28](C(OC(C)(C)C)=O)[CH:29]=[CH:30][CH:31]=2)[CH:24]=[CH:23][C:15]=1[C:16]([O:18]C(C)(C)C)=[O:17])=[O:12])(=O)C.C(O)(=O)CC(CC(O)=O)(C(O)=O)O. (7) Given the product [Cl:3][C:4]1[CH:12]=[C:11]2[C:7]([CH:8]=[CH:9][N:10]2[CH2:16][CH2:17][NH2:18])=[CH:6][C:5]=1[F:13], predict the reactants needed to synthesize it. The reactants are: [OH-].[Na+].[Cl:3][C:4]1[CH:12]=[C:11]2[C:7]([CH:8]=[CH:9][NH:10]2)=[CH:6][C:5]=1[F:13].Cl.Cl[CH2:16][CH2:17][NH2:18].O. (8) Given the product [Br:1][C:2]1[CH:3]=[C:4]([S:8][C:9]2[C:17]3[C:12](=[CH:13][C:14]([Cl:18])=[CH:15][CH:16]=3)[N:11]([C:20]3[CH:21]=[N:22][CH:23]=[CH:24][CH:25]=3)[CH:10]=2)[CH:5]=[CH:6][CH:7]=1, predict the reactants needed to synthesize it. The reactants are: [Br:1][C:2]1[CH:3]=[C:4]([S:8][C:9]2[C:17]3[C:12](=[CH:13][C:14]([Cl:18])=[CH:15][CH:16]=3)[NH:11][CH:10]=2)[CH:5]=[CH:6][CH:7]=1.Br[C:20]1[CH:21]=[N:22][CH:23]=[CH:24][CH:25]=1. (9) Given the product [C:31]1([C:27]2[CH:26]=[CH:25][C:24]3[C:29](=[CH:30][C:21]([C:20]4[N:19]=[C:18]([CH2:17][CH:14]5[CH2:13][CH2:12][NH:11][CH2:16][CH2:15]5)[N:38]5[CH:39]=[CH:40][N:41]=[C:42]([OH:45])[C:37]=45)=[CH:22][CH:23]=3)[N:28]=2)[CH:32]=[CH:33][CH:34]=[CH:35][CH:36]=1, predict the reactants needed to synthesize it. The reactants are: C(OC([N:11]1[CH2:16][CH2:15][CH:14]([CH2:17][C:18](=O)[NH:19][CH:20]([C:37]2[C:42](Cl)=[N:41][CH:40]=[CH:39][N:38]=2)[C:21]2[CH:30]=[C:29]3[C:24]([CH:25]=[CH:26][C:27]([C:31]4[CH:36]=[CH:35][CH:34]=[CH:33][CH:32]=4)=[N:28]3)=[CH:23][CH:22]=2)[CH2:13][CH2:12]1)=O)C1C=CC=CC=1.[O:45]=P(Cl)(Cl)Cl.CN(C=O)C.